This data is from Full USPTO retrosynthesis dataset with 1.9M reactions from patents (1976-2016). The task is: Predict the reactants needed to synthesize the given product. (1) Given the product [NH2:14][CH2:15][CH:16]([CH2:27][O:28][C:29]([C:42]1[CH:43]=[CH:44][CH:45]=[CH:46][CH:47]=1)([C:36]1[CH:37]=[CH:38][CH:39]=[CH:40][CH:41]=1)[C:30]1[CH:31]=[CH:32][CH:33]=[CH:34][CH:35]=1)[CH2:17][CH2:18][N:19]1[CH:24]=[CH:23][C:22](=[O:25])[NH:21][C:20]1=[O:26], predict the reactants needed to synthesize it. The reactants are: C(O)(C(F)(F)F)=O.C(OC(=O)[NH:14][CH2:15][CH:16]([CH2:27][O:28][C:29]([C:42]1[CH:47]=[CH:46][CH:45]=[CH:44][CH:43]=1)([C:36]1[CH:41]=[CH:40][CH:39]=[CH:38][CH:37]=1)[C:30]1[CH:35]=[CH:34][CH:33]=[CH:32][CH:31]=1)[CH2:17][CH2:18][N:19]1[CH:24]=[CH:23][C:22](=[O:25])[NH:21][C:20]1=[O:26])(C)(C)C. (2) Given the product [OH:25][C@H:22]1[CH2:23][CH2:24][N:20]([CH2:6][CH2:7][C:8]2[CH:13]=[CH:12][C:11]([N:14]3[CH2:18][CH2:17][CH2:16][CH2:15]3)=[CH:10][CH:9]=2)[CH2:21]1, predict the reactants needed to synthesize it. The reactants are: S(O[CH2:6][CH2:7][C:8]1[CH:13]=[CH:12][C:11]([N:14]2[CH2:18][CH2:17][CH2:16][CH2:15]2)=[CH:10][CH:9]=1)(=O)(=O)C.Cl.[NH:20]1[CH2:24][CH2:23][C@H:22]([OH:25])[CH2:21]1.C(=O)([O-])[O-].[K+].[K+]. (3) Given the product [CH3:42][CH:41]([CH3:43])[CH2:40][C:39]([NH:34][CH2:32][C:3]1[CH:2]=[CH:7][CH:6]=[C:5]([C:8]2[N:13]3[N:14]=[C:15]([NH:17][C:18]4[CH:23]=[CH:22][C:21]([O:24][CH2:25][CH2:26][N:27]5[CH2:31][CH2:30][CH2:29][CH2:28]5)=[CH:20][CH:19]=4)[N:16]=[C:12]3[CH:11]=[CH:10][CH:9]=2)[CH:4]=1)=[O:44], predict the reactants needed to synthesize it. The reactants are: N[C:2]1[CH:7]=[CH:6][C:5]([C:8]2[N:13]3[N:14]=[C:15]([NH:17][C:18]4[CH:23]=[CH:22][C:21]([O:24][CH2:25][CH2:26][N:27]5[CH2:31][CH2:30][CH2:29][CH2:28]5)=[CH:20][CH:19]=4)[N:16]=[C:12]3[CH:11]=[CH:10][CH:9]=2)=[CH:4][CH:3]=1.[CH2:32]([N:34](CC)CC)C.[C:39](Cl)(=[O:44])[CH2:40][CH:41]([CH3:43])[CH3:42]. (4) Given the product [CH2:51]([O:50][C:48]([C:43]1([NH:42][C:41]([CH:16]2[CH2:17][CH:18]([O:20][C:21]3[C:30]4[C:25](=[C:26]([CH3:33])[C:27]([O:31][CH3:32])=[CH:28][CH:29]=4)[N:24]=[C:23]([C:34]4[CH:39]=[CH:38][CH:37]=[C:36]([CH3:40])[N:35]=4)[CH:22]=3)[CH2:19][CH:15]2[C:13]([OH:14])=[O:12])=[O:53])[CH2:45][CH:44]1[CH:46]=[CH2:47])=[O:49])[CH3:52], predict the reactants needed to synthesize it. The reactants are: C(O)(C(F)(F)F)=O.C([O:12][C:13]([CH:15]1[CH2:19][CH:18]([O:20][C:21]2[C:30]3[C:25](=[C:26]([CH3:33])[C:27]([O:31][CH3:32])=[CH:28][CH:29]=3)[N:24]=[C:23]([C:34]3[CH:39]=[CH:38][CH:37]=[C:36]([CH3:40])[N:35]=3)[CH:22]=2)[CH2:17][CH:16]1[C:41](=[O:53])[NH:42][C:43]1([C:48]([O:50][CH2:51][CH3:52])=[O:49])[CH2:45][CH:44]1[CH:46]=[CH2:47])=[O:14])(C)(C)C.C([SiH](CC)CC)C. (5) Given the product [C:11]1([CH:10]([N:4]([CH3:3])[CH2:5][C@@H:6]([N:8]([CH3:9])[C:30](=[O:32])[CH3:31])[CH3:7])[C:17]2[CH:18]=[CH:19][CH:20]=[CH:21][CH:22]=2)[CH:12]=[CH:13][CH:14]=[CH:15][CH:16]=1, predict the reactants needed to synthesize it. The reactants are: Cl.Cl.[CH3:3][N:4]([CH:10]([C:17]1[CH:22]=[CH:21][CH:20]=[CH:19][CH:18]=1)[C:11]1[CH:16]=[CH:15][CH:14]=[CH:13][CH:12]=1)[CH2:5][C@@H:6]([NH:8][CH3:9])[CH3:7].C(N(CC)CC)C.[C:30](Cl)(=[O:32])[CH3:31]. (6) Given the product [CH2:44]([O:4][C:5]1[CH:6]=[CH:7][C:8]([C:11]([C:14]2[CH:15]=[CH:16][C:17]([O:20][CH2:39][CH:38]3[O:40][CH2:37]3)=[CH:18][CH:19]=2)([CH3:13])[CH3:12])=[CH:9][CH:10]=1)[CH:43]1[O:45][CH2:42]1.[C:17]([OH:20])(=[O:3])[CH:18]=[CH2:19], predict the reactants needed to synthesize it. The reactants are: C1[O:3]C1.[OH:4][C:5]1[CH:10]=[CH:9][C:8]([C:11]([C:14]2[CH:19]=[CH:18][C:17]([OH:20])=[CH:16][CH:15]=2)([CH3:13])[CH3:12])=[CH:7][CH:6]=1.BrC1[C:37]([OH:40])=[C:38](Br)[C:39](Br)=C(C(C2[CH:39]=[CH:38][C:37]([OH:40])=CC=2)(C)C)C=1Br.[CH2:42]1[O:45][CH:43]1[CH3:44]. (7) Given the product [CH2:30]([O:29][C:27]([C:2]1[CH:3]=[CH:4][C:5]2[N:6]([C:8]([CH2:11][C:12]3[CH:13]=[C:14]4[C:19](=[CH:20][CH:21]=3)[N:18]=[CH:17][CH:16]=[CH:15]4)=[N:9][N:10]=2)[N:7]=1)=[CH2:28])[CH3:31], predict the reactants needed to synthesize it. The reactants are: Cl[C:2]1[CH:3]=[CH:4][C:5]2[N:6]([C:8]([CH2:11][C:12]3[CH:13]=[C:14]4[C:19](=[CH:20][CH:21]=3)[N:18]=[CH:17][CH:16]=[CH:15]4)=[N:9][N:10]=2)[N:7]=1.C([Sn](CCCC)(CCCC)[C:27]([O:29][CH2:30][CH3:31])=[CH2:28])CCC.N#N. (8) Given the product [Br:20][C:21]1[S:25][C:24]([C:26]([NH:4][C:3]2[CH:5]=[C:6]([Cl:9])[CH:7]=[CH:8][C:2]=2[Cl:1])=[NH:27])=[CH:23][CH:22]=1, predict the reactants needed to synthesize it. The reactants are: [Cl:1][C:2]1[CH:8]=[CH:7][C:6]([Cl:9])=[CH:5][C:3]=1[NH2:4].C[Si]([N-][Si](C)(C)C)(C)C.[Na+].[Br:20][C:21]1[S:25][C:24]([C:26]#[N:27])=[CH:23][CH:22]=1. (9) The reactants are: [C:1]1([OH:7])[CH:6]=[CH:5][CH:4]=[CH:3][CH:2]=1.[C:8](Cl)(=[O:10])[CH3:9].C(OC(=O)C)(=O)C.[Al+3].[Cl-].[Cl-].[Cl-]. Given the product [OH:7][C:1]1[CH:6]=[CH:5][CH:4]=[CH:3][C:2]=1[C:8](=[O:10])[CH3:9], predict the reactants needed to synthesize it.